This data is from Forward reaction prediction with 1.9M reactions from USPTO patents (1976-2016). The task is: Predict the product of the given reaction. Given the reactants [NH:1]([C:5]1[CH:9]=[CH:8][O:7][C:6]=1[C:10]([O:12]CC)=O)[C:2]([NH2:4])=[O:3].[OH-].[Na+].Cl, predict the reaction product. The product is: [N:1]1[C:5]2[CH:9]=[CH:8][O:7][C:6]=2[C:10]([OH:12])=[N:4][C:2]=1[OH:3].